Dataset: Full USPTO retrosynthesis dataset with 1.9M reactions from patents (1976-2016). Task: Predict the reactants needed to synthesize the given product. (1) Given the product [O:35]=[C:16]([N:17]1[C:25]2[C:20](=[CH:21][CH:22]=[CH:23][CH:24]=2)[CH2:19][C@H:18]1[C:26](=[O:34])[NH:27][CH2:28][C:29]1[N:30]=[N:31][NH:32][N:33]=1)[CH2:15][NH:14][C:13]([C:8]1([NH:7][C:38]([CH2:39][CH2:40][C:41]([OH:43])=[O:42])=[O:44])[CH2:12][CH2:11][CH2:10][CH2:9]1)=[O:36], predict the reactants needed to synthesize it. The reactants are: C(OC(=O)[NH:7][C:8]1([C:13](=[O:36])[NH:14][CH2:15][C:16](=[O:35])[N:17]2[C:25]3[C:20](=[CH:21][CH:22]=[CH:23][CH:24]=3)[CH2:19][C@H:18]2[C:26](=[O:34])[NH:27][CH2:28][C:29]2[N:30]=[N:31][NH:32][N:33]=2)[CH2:12][CH2:11][CH2:10][CH2:9]1)(C)(C)C.[C:38]1(=[O:44])[O:43][C:41](=[O:42])[CH2:40][CH2:39]1. (2) Given the product [I:20][C:18]1[CH:17]=[CH:16][N:15]=[C:14]([N:12]2[C:11]3[C@@H:10]4[CH2:21][C@@H:9]4[CH2:8][C:7]=3[C:6]([C:4]([OH:5])=[O:3])=[N:13]2)[CH:19]=1, predict the reactants needed to synthesize it. The reactants are: C([O:3][C:4]([C:6]1[C:7]2[CH2:8][C@H:9]3[CH2:21][C@H:10]3[C:11]=2[N:12]([C:14]2[CH:19]=[C:18]([I:20])[CH:17]=[CH:16][N:15]=2)[N:13]=1)=[O:5])C.[OH-].[Na+].